Dataset: Full USPTO retrosynthesis dataset with 1.9M reactions from patents (1976-2016). Task: Predict the reactants needed to synthesize the given product. (1) Given the product [NH:8]1[C:16]2[C:11](=[CH:12][CH:13]=[CH:14][CH:15]=2)[C:10]2([C:20]3=[CH:21][C:22]4[O:26][CH2:25][O:24][C:23]=4[CH:27]=[C:19]3[O:18][CH2:17]2)[C:9]1=[O:28], predict the reactants needed to synthesize it. The reactants are: C1(C(C2C=CC=CC=2)[N:8]2[C:16]3[C:11](=[CH:12][CH:13]=[CH:14][CH:15]=3)[C:10]3([C:20]4=[CH:21][C:22]5[O:26][CH2:25][O:24][C:23]=5[CH:27]=[C:19]4[O:18][CH2:17]3)[C:9]2=[O:28])C=CC=CC=1.[H][H]. (2) Given the product [CH3:41][C:38]1([CH3:40])[O:42][C@@H:32]([C@@H:50]([OH:44])[C@H:51]([OH:52])[CH2:53][N:10]2[C:19]3[CH:18]=[C:17]([CH3:20])[C:16]([CH3:21])=[C:15]4[C:22]([CH3:25])([CH3:26])[CH2:23][CH2:24][N:13]([C:14]=34)[C:12](=[O:27])[C:11]2=[O:28])[CH2:33][O:34]1, predict the reactants needed to synthesize it. The reactants are: CC1(C)O[C@@H](/C=C/C[N:10]2[C:19]3[CH:18]=[C:17]([CH3:20])[C:16]([CH3:21])=[C:15]4[C:22]([CH3:26])([CH3:25])[CH2:23][CH2:24][N:13]([C:14]=34)[C:12](=[O:27])[C:11]2=[O:28])CO1.C[N+]1([O-])CC[O:34][CH2:33][CH2:32]1.[C:38]([O:42]O)([CH3:41])([CH3:40])C.[OH:44]S([O-])(=O)=O.[Na+].[CH3:50][C:51]([CH3:53])=[O:52].